From a dataset of Reaction yield outcomes from USPTO patents with 853,638 reactions. Predict the reaction yield, written as a fraction of the theoretical maximum amount of product (1.0 means a 100% yield; for example, 0.34 means a 34% yield). (1) The reactants are Cl[C:2]1[C:11]2[C:6](=[CH:7][C:8]([O:14][CH3:15])=[C:9]([O:12][CH3:13])[CH:10]=2)[N:5]=[CH:4][C:3]=1[C:16]([NH2:18])=[O:17].[NH2:19][C:20]1[CH:28]=[CH:27][CH:26]=[C:25]2[C:21]=1[CH2:22][CH2:23][C:24]2=[O:29].C(O)(=O)C.C([O-])(O)=O.[Na+]. The catalyst is CN(C=O)C.O. The yield is 0.900. The product is [CH3:13][O:12][C:9]1[CH:10]=[C:11]2[C:6](=[CH:7][C:8]=1[O:14][CH3:15])[N:5]=[CH:4][C:3]([C:16]([NH2:18])=[O:17])=[C:2]2[NH:19][C:20]1[CH:28]=[CH:27][CH:26]=[C:25]2[C:21]=1[CH2:22][CH2:23][C:24]2=[O:29]. (2) The reactants are [Cl:1][C:2]1[CH:10]=[C:9]2[C:5]([CH:6]=[CH:7][NH:8]2)=[CH:4][C:3]=1B1OCC(C)(C)CO1.[C:19](=[O:22])([O-])[O-].[K+].[K+].Br[C:26]1[CH:31]=[CH:30][C:29]([CH:32]2[CH2:36][CH2:35][CH2:34][N:33]2[S:37]([CH3:40])(=[O:39])=[O:38])=[CH:28][CH:27]=1. The catalyst is C1C=CC(P(C2C=CC=CC=2)[C-]2C=CC=C2)=CC=1.C1C=CC(P(C2C=CC=CC=2)[C-]2C=CC=C2)=CC=1.Cl[Pd]Cl.[Fe+2].O1CCOCC1.CN(C)C=O. The product is [Cl:1][C:2]1[CH:10]=[C:9]2[C:5]([C:6]([CH:19]=[O:22])=[CH:7][NH:8]2)=[CH:4][C:3]=1[C:26]1[CH:27]=[CH:28][C:29]([CH:32]2[CH2:36][CH2:35][CH2:34][N:33]2[S:37]([CH3:40])(=[O:38])=[O:39])=[CH:30][CH:31]=1. The yield is 0.240. (3) The reactants are [Li]CCCC.C([Mg]Br)C.Br[C:11]1[CH:12]=[C:13]2[C:17](=[CH:18][CH:19]=1)[N:16]([CH3:20])[N:15]=[CH:14]2.CN([CH:24]=[O:25])C. The catalyst is C1(C)C=CC=CC=1.C1COCC1. The product is [CH3:20][N:16]1[C:17]2[C:13](=[CH:12][C:11]([CH:24]=[O:25])=[CH:19][CH:18]=2)[CH:14]=[N:15]1. The yield is 0.760. (4) The reactants are C(S([C:11]1[C:23]2[C:22]3[C:17](=[C:18]([N:25]([CH3:33])[C:26](=[O:32])[O:27][C:28]([CH3:31])([CH3:30])[CH3:29])[CH:19]=[C:20]([F:24])[CH:21]=3)[NH:16][C:15]=2[N:14]=[C:13]([O:34][C:35]2[CH:36]=[N:37][C:38]([S:41](C)(=O)=O)=[N:39][CH:40]=2)[N:12]=1)(=O)=O)C1C=CC=CC=1.[CH2:45]([NH2:50])[CH2:46][CH2:47][CH2:48][NH2:49].S[CH2:52][C:53]([O:55]CC)=[O:54].[OH-].[Na+]. The catalyst is CN1C(=O)CCC1. The product is [NH2:49][CH2:48][CH2:47][CH2:46][CH2:45][NH:50][C:11]1[C:23]2[C:22]3[C:17](=[C:18]([N:25]([C:26]([O:27][C:28]([CH3:30])([CH3:31])[CH3:29])=[O:32])[CH3:33])[CH:19]=[C:20]([F:24])[CH:21]=3)[NH:16][C:15]=2[N:14]=[C:13]([O:34][C:35]2[CH:40]=[N:39][C:38]([S:41][CH2:52][C:53]([OH:55])=[O:54])=[N:37][CH:36]=2)[N:12]=1. The yield is 0.730. (5) The reactants are [C:1](Cl)(=O)[C:2]([Cl:4])=[O:3].[F:7][C:8]([F:19])([F:18])[C:9]1C=[CH:16][CH:15]=[CH:14][C:10]=1C(O)=O. The catalyst is C(Cl)Cl.CN(C=O)C. The product is [F:7][C:8]([F:19])([F:18])[C:9]1[CH:10]=[CH:14][CH:15]=[CH:16][C:1]=1[C:2]([Cl:4])=[O:3]. The yield is 1.00. (6) The reactants are [F:1][C:2]1[CH:7]=[CH:6][C:5]([C@@H:8]([O:26][Si:27]([CH3:33])([CH3:32])[C:28]([CH3:31])([CH3:30])[CH3:29])[CH2:9][S:10][CH2:11][C:12]([N:14]2[C@@H:18]([C:19]3[CH:24]=[CH:23][CH:22]=[CH:21][CH:20]=3)[CH2:17][O:16][C:15]2=[O:25])=[O:13])=[CH:4][CH:3]=1.[I:34][C:35]1[CH:40]=[CH:39][C:38]([N:41]=[CH:42][C:43]2[CH:56]=[CH:55][C:46]([O:47][Si:48]([CH3:54])([CH3:53])[C:49]([CH3:52])([CH3:51])[CH3:50])=[CH:45][CH:44]=2)=[CH:37][CH:36]=1.C(N(C(C)C)C(C)C)C.C[Si](Cl)(C)C.C(O)(=O)C(C(C(O)=O)O)O. The catalyst is ClCCl.[Ti](Cl)(Cl)(Cl)Cl. The product is [F:1][C:2]1[CH:7]=[CH:6][C:5]([C@@H:8]([O:26][Si:27]([CH3:32])([CH3:33])[C:28]([CH3:29])([CH3:30])[CH3:31])[CH2:9][S:10][C@H:11]([C@H:42]([NH:41][C:38]2[CH:37]=[CH:36][C:35]([I:34])=[CH:40][CH:39]=2)[C:43]2[CH:44]=[CH:45][C:46]([O:47][Si:48]([CH3:53])([CH3:54])[C:49]([CH3:52])([CH3:51])[CH3:50])=[CH:55][CH:56]=2)[C:12]([N:14]2[C@@H:18]([C:19]3[CH:20]=[CH:21][CH:22]=[CH:23][CH:24]=3)[CH2:17][O:16][C:15]2=[O:25])=[O:13])=[CH:4][CH:3]=1. The yield is 0.750. (7) The reactants are [CH:1]([C:3]1[S:7][C:6]([C:8]([OH:10])=[O:9])=[CH:5][CH:4]=1)=[O:2].[C:11](OC(OC(O[C:11]([CH3:14])([CH3:13])[CH3:12])=O)=O)([CH3:14])([CH3:13])[CH3:12].C1COCC1.C([O-])(O)=O.[Na+]. The catalyst is O.CCOC(C)=O. The product is [CH:1]([C:3]1[S:7][C:6]([C:8]([O:10][C:11]([CH3:14])([CH3:13])[CH3:12])=[O:9])=[CH:5][CH:4]=1)=[O:2]. The yield is 0.680. (8) The reactants are [NH2:1][C@@H:2]1[C:11]2[C:6](=[CH:7][CH:8]=[CH:9][CH:10]=2)[C@H:5]([OH:12])[CH2:4][CH2:3]1.[H-].[Na+].F[C:16]1[CH:17]=[CH:18][C:19]2[N:20]([C:22]([N:25]3[CH2:29][CH2:28][CH2:27][CH2:26]3)=[N:23][N:24]=2)[CH:21]=1. The catalyst is CN(C=O)C. The product is [N:25]1([C:22]2[N:20]3[CH:21]=[C:16]([O:12][C@H:5]4[C:6]5[C:11](=[CH:10][CH:9]=[CH:8][CH:7]=5)[C@@H:2]([NH2:1])[CH2:3][CH2:4]4)[CH:17]=[CH:18][C:19]3=[N:24][N:23]=2)[CH2:29][CH2:28][CH2:27][CH2:26]1. The yield is 0.140. (9) The reactants are Cl[C:2]1[NH:7][C:6]2[CH:8]=[C:9]([Cl:11])[S:10][C:5]=2[S:4](=[O:13])(=[O:12])[N:3]=1.[CH3:14][C:15]1([NH2:18])[CH2:17][CH2:16]1. No catalyst specified. The product is [Cl:11][C:9]1[S:10][C:5]2[S:4](=[O:13])(=[O:12])[N:3]=[C:2]([NH:18][C:15]3([CH3:14])[CH2:17][CH2:16]3)[NH:7][C:6]=2[CH:8]=1. The yield is 0.260. (10) The reactants are [Br:1][C:2]1[CH:30]=[CH:29][C:5]([CH2:6][CH:7]2[C:11](=[O:12])[O:10][C@H:9]([C@@H:13]([NH:21][C:22](=[O:28])[O:23][C:24]([CH3:27])([CH3:26])[CH3:25])[CH2:14][C:15]3[CH:20]=[CH:19][CH:18]=[CH:17][CH:16]=3)[CH2:8]2)=[CH:4][CH:3]=1.[OH-:31].[Na+].Cl.N1C=CN=C1.[Si:39](Cl)([C:42]([CH3:45])([CH3:44])[CH3:43])([CH3:41])[CH3:40]. The catalyst is O1CCOCC1. The product is [Br:1][C:2]1[CH:30]=[CH:29][C:5]([CH2:6][CH:7]([CH2:8][C@H:9]([O:31][Si:39]([C:42]([CH3:45])([CH3:44])[CH3:43])([CH3:41])[CH3:40])[C@@H:13]([NH:21][C:22]([O:23][C:24]([CH3:26])([CH3:25])[CH3:27])=[O:28])[CH2:14][C:15]2[CH:20]=[CH:19][CH:18]=[CH:17][CH:16]=2)[C:11]([OH:10])=[O:12])=[CH:4][CH:3]=1. The yield is 0.600.